From a dataset of Forward reaction prediction with 1.9M reactions from USPTO patents (1976-2016). Predict the product of the given reaction. Given the reactants [F:1][C:2]([F:14])([F:13])[C:3]1[CH:8]=[CH:7][CH:6]=[CH:5][C:4]=1[CH2:9][C:10]([OH:12])=O.[CH:15]1([CH2:18][CH2:19][NH:20][C:21]([C:23]2[N:24]=[N:25][C:26]([N:29]3[CH2:34][CH2:33][NH:32][CH2:31][CH2:30]3)=[CH:27][CH:28]=2)=[O:22])[CH2:17][CH2:16]1, predict the reaction product. The product is: [CH:15]1([CH2:18][CH2:19][NH:20][C:21]([C:23]2[N:24]=[N:25][C:26]([N:29]3[CH2:34][CH2:33][N:32]([C:10](=[O:12])[CH2:9][C:4]4[CH:5]=[CH:6][CH:7]=[CH:8][C:3]=4[C:2]([F:1])([F:14])[F:13])[CH2:31][CH2:30]3)=[CH:27][CH:28]=2)=[O:22])[CH2:17][CH2:16]1.